Dataset: Catalyst prediction with 721,799 reactions and 888 catalyst types from USPTO. Task: Predict which catalyst facilitates the given reaction. Reactant: [OH:1][C:2]1[C:3]([CH3:8])=[N:4][CH:5]=[CH:6][CH:7]=1.C1(N([S:16]([C:19]([F:22])([F:21])[F:20])(=[O:18])=[O:17])[S:16]([C:19]([F:22])([F:21])[F:20])(=[O:18])=[O:17])C=CC=CC=1.CCN(CC)CC. Product: [CH3:8][C:3]1[C:2]([O:1][S:16]([C:19]([F:22])([F:21])[F:20])(=[O:18])=[O:17])=[CH:7][CH:6]=[CH:5][N:4]=1. The catalyst class is: 2.